Dataset: NCI-60 drug combinations with 297,098 pairs across 59 cell lines. Task: Regression. Given two drug SMILES strings and cell line genomic features, predict the synergy score measuring deviation from expected non-interaction effect. (1) Drug 1: CNC(=O)C1=NC=CC(=C1)OC2=CC=C(C=C2)NC(=O)NC3=CC(=C(C=C3)Cl)C(F)(F)F. Drug 2: C1CN(P(=O)(OC1)NCCCl)CCCl. Cell line: UACC-257. Synergy scores: CSS=5.37, Synergy_ZIP=-2.19, Synergy_Bliss=-0.0973, Synergy_Loewe=0.872, Synergy_HSA=1.01. (2) Drug 1: CC1C(C(=O)NC(C(=O)N2CCCC2C(=O)N(CC(=O)N(C(C(=O)O1)C(C)C)C)C)C(C)C)NC(=O)C3=C4C(=C(C=C3)C)OC5=C(C(=O)C(=C(C5=N4)C(=O)NC6C(OC(=O)C(N(C(=O)CN(C(=O)C7CCCN7C(=O)C(NC6=O)C(C)C)C)C)C(C)C)C)N)C. Drug 2: CC=C1C(=O)NC(C(=O)OC2CC(=O)NC(C(=O)NC(CSSCCC=C2)C(=O)N1)C(C)C)C(C)C. Cell line: EKVX. Synergy scores: CSS=10.1, Synergy_ZIP=-2.89, Synergy_Bliss=1.12, Synergy_Loewe=-6.87, Synergy_HSA=0.301. (3) Drug 1: CCC1(CC2CC(C3=C(CCN(C2)C1)C4=CC=CC=C4N3)(C5=C(C=C6C(=C5)C78CCN9C7C(C=CC9)(C(C(C8N6C=O)(C(=O)OC)O)OC(=O)C)CC)OC)C(=O)OC)O.OS(=O)(=O)O. Drug 2: C1CN1C2=NC(=NC(=N2)N3CC3)N4CC4. Cell line: IGROV1. Synergy scores: CSS=16.1, Synergy_ZIP=-6.65, Synergy_Bliss=-1.99, Synergy_Loewe=-1.85, Synergy_HSA=-1.05.